From a dataset of Full USPTO retrosynthesis dataset with 1.9M reactions from patents (1976-2016). Predict the reactants needed to synthesize the given product. Given the product [CH3:33][O:32][C:20]1([O:34][CH3:35])[C:19]2[C:23](=[CH:24][CH:25]=[C:17]([S:1][CH2:2][CH2:3][C:4]3[CH:14]=[CH:13][C:7]([C:8]([O:10][CH2:11][CH3:12])=[O:9])=[CH:6][CH:5]=3)[CH:18]=2)[N:22]([CH2:26][CH2:27][CH2:28][CH2:29][CH3:30])[C:21]1=[O:31], predict the reactants needed to synthesize it. The reactants are: [SH:1][CH2:2][CH2:3][C:4]1[CH:14]=[CH:13][C:7]([C:8]([O:10][CH2:11][CH3:12])=[O:9])=[CH:6][CH:5]=1.[BH4-].I[C:17]1[CH:18]=[C:19]2[C:23](=[CH:24][CH:25]=1)[N:22]([CH2:26][CH2:27][CH2:28][CH2:29][CH3:30])[C:21](=[O:31])[C:20]2([O:34][CH3:35])[O:32][CH3:33].